Dataset: Full USPTO retrosynthesis dataset with 1.9M reactions from patents (1976-2016). Task: Predict the reactants needed to synthesize the given product. (1) The reactants are: [C:1]([C:3]1[CH:39]=[CH:38][C:6]([CH2:7][N:8]([CH2:19][C:20]2[CH:37]=[CH:36][C:23]([O:24][C:25]3[CH:26]=[C:27]([CH:32]=[C:33]([OH:35])[CH:34]=3)[C:28]([O:30][CH3:31])=[O:29])=[CH:22][CH:21]=2)[C:9]2[CH:14]=[CH:13][CH:12]=[C:11]([N+:15]([O-:17])=[O:16])[C:10]=2[CH3:18])=[CH:5][CH:4]=1)#[N:2].CS(O[CH2:45][CH2:46][C:47]1[CH:48]=[N:49][CH:50]=[CH:51][CH:52]=1)(=O)=O. Given the product [C:1]([C:3]1[CH:4]=[CH:5][C:6]([CH2:7][N:8]([CH2:19][C:20]2[CH:37]=[CH:36][C:23]([O:24][C:25]3[CH:26]=[C:27]([CH:32]=[C:33]([O:35][CH2:45][CH2:46][C:47]4[CH:48]=[N:49][CH:50]=[CH:51][CH:52]=4)[CH:34]=3)[C:28]([O:30][CH3:31])=[O:29])=[CH:22][CH:21]=2)[C:9]2[CH:14]=[CH:13][CH:12]=[C:11]([N+:15]([O-:17])=[O:16])[C:10]=2[CH3:18])=[CH:38][CH:39]=1)#[N:2], predict the reactants needed to synthesize it. (2) The reactants are: [Cl:1][C:2]1[CH:37]=[CH:36][C:5]([CH2:6]/[C:7](/[C:27]2[CH:28]=[C:29]([CH:33]=[CH:34][CH:35]=2)[C:30]([NH2:32])=[O:31])=[C:8](/[NH:10][C:11](=[O:26])[C:12]([CH3:25])([O:14][C:15]2[CH:20]=[CH:19][C:18]([C:21]([F:24])([F:23])[F:22])=[CH:17][N:16]=2)[CH3:13])\[CH3:9])=[CH:4][CH:3]=1.FC(F)(F)CO.CC(OO)=O. Given the product [Cl:1][C:2]1[CH:3]=[CH:4][C:5]([CH2:6][C@@H:7]([C:27]2[CH:28]=[C:29]([CH:33]=[CH:34][CH:35]=2)[C:30]([NH2:32])=[O:31])[C@@H:8]([NH:10][C:11](=[O:26])[C:12]([CH3:13])([O:14][C:15]2[CH:20]=[CH:19][C:18]([C:21]([F:24])([F:23])[F:22])=[CH:17][N:16]=2)[CH3:25])[CH3:9])=[CH:36][CH:37]=1, predict the reactants needed to synthesize it. (3) Given the product [N+:8]([C:5]1[CH:6]=[CH:7][C:2]([N:32]2[CH:26]3[CH2:31][CH2:30][CH:29]2[CH2:28][CH2:27]3)=[CH:3][C:4]=1[C:11]([F:14])([F:13])[F:12])([O-:10])=[O:9].[CH3:7][CH:2]1[CH2:3][CH2:4][CH2:15][O:18]1, predict the reactants needed to synthesize it. The reactants are: F[C:2]1[CH:7]=[CH:6][C:5]([N+:8]([O-:10])=[O:9])=[C:4]([C:11]([F:14])([F:13])[F:12])[CH:3]=1.[C:15](=[O:18])([O-])[O-].[Na+].[Na+].CS(C)=O.Cl.[CH:26]12[NH:32][CH:29]([CH2:30][CH2:31]1)[CH2:28][CH2:27]2.